Task: Predict the reaction yield, written as a fraction of the theoretical maximum amount of product (1.0 means a 100% yield; for example, 0.34 means a 34% yield).. Dataset: Reaction yield outcomes from USPTO patents with 853,638 reactions The reactants are [CH3:1][O:2][C:3]1[CH:20]=[CH:19][C:18]2[C@@H:17]3[C@H:8]([C@H:9]4[C@@:13]([CH2:15][CH2:16]3)([CH3:14])[C@@H:12]([OH:21])[CH2:11][CH2:10]4)[C@H:7]([CH2:22][CH:23]=[CH2:24])[CH2:6][C:5]=2[CH:4]=1.[F:25][C:26]([F:48])([C:44]([F:47])([F:46])[F:45])[CH2:27][CH2:28][CH2:29][CH:30]([CH2:36][CH2:37][CH2:38][CH2:39][CH2:40][CH2:41]C=C)[C:31]([O:33][CH2:34][CH3:35])=[O:32]. The catalyst is ClCCl.C(P(C1CCCCC1)(C1CCCCC1)C1CCCCC1)(P(C1CCCCC1)(C1CCCCC1)C1CCCCC1)C1C=CC=CC=1.Cl[Ru]Cl. The product is [OH:21][C@H:12]1[CH2:11][CH2:10][C@H:9]2[C@H:8]3[C@H:17]([CH2:16][CH2:15][C@:13]12[CH3:14])[C:18]1[CH:19]=[CH:20][C:3]([O:2][CH3:1])=[CH:4][C:5]=1[CH2:6][C@H:7]3[CH2:22][CH:23]=[CH:24][CH2:41][CH2:40][CH2:39][CH2:38][CH2:37][CH2:36][CH:30]([CH2:29][CH2:28][CH2:27][C:26]([F:25])([F:48])[C:44]([F:45])([F:46])[F:47])[C:31]([O:33][CH2:34][CH3:35])=[O:32]. The yield is 0.670.